From a dataset of Reaction yield outcomes from USPTO patents with 853,638 reactions. Predict the reaction yield, written as a fraction of the theoretical maximum amount of product (1.0 means a 100% yield; for example, 0.34 means a 34% yield). (1) The reactants are [F:1][C:2]1[CH:3]=[CH:4][C:5]([CH3:10])=[C:6]([CH:9]=1)[C:7]#[N:8].[Br:11]N1C(=O)CCC1=O. The catalyst is C(OOC(=O)C1C=CC=CC=1)(=O)C1C=CC=CC=1.C(Cl)(Cl)(Cl)Cl. The product is [Br:11][CH2:10][C:5]1[CH:4]=[CH:3][C:2]([F:1])=[CH:9][C:6]=1[C:7]#[N:8]. The yield is 1.02. (2) The reactants are [C:1]([O:5][C:6]([N:8]1[CH2:15][CH:14]2[CH:10]([CH2:11][CH2:12][CH2:13]2)[CH:9]1[C:16]([OH:18])=[O:17])=[O:7])([CH3:4])([CH3:3])[CH3:2].[CH3:19][C@@H:20]([NH2:27])[C:21]1[CH:26]=[CH:25][CH:24]=[CH:23][CH:22]=1. The catalyst is C(OCC)(=O)C. The product is [C:1]([O:5][C:6]([N:8]1[CH2:15][C@@H:14]2[CH2:13][CH2:12][CH2:11][C@@H:10]2[C@H:9]1[C:16]([O-:18])=[O:17])=[O:7])([CH3:4])([CH3:2])[CH3:3].[C:21]1([C@H:20]([NH3+:27])[CH3:19])[CH:26]=[CH:25][CH:24]=[CH:23][CH:22]=1. The yield is 0.430.